From a dataset of Catalyst prediction with 721,799 reactions and 888 catalyst types from USPTO. Predict which catalyst facilitates the given reaction. (1) Reactant: C(OC(=O)[NH:7][CH:8]1[CH2:13][CH2:12][N:11]([CH:14]([CH3:16])[CH3:15])[CH2:10][CH2:9]1)(C)(C)C. Product: [CH:14]([N:11]1[CH2:12][CH2:13][CH:8]([NH2:7])[CH2:9][CH2:10]1)([CH3:16])[CH3:15]. The catalyst class is: 240. (2) Reactant: [O:1]=[C:2]1[N:6]([C:7]2[C:17]3[O:16][CH2:15][CH2:14][N:13](C(OC(C)(C)C)=O)[CH2:12][C:11]=3[CH:10]=[CH:9][CH:8]=2)[CH2:5][CH2:4][O:3]1.C(OCC)(=O)C.[ClH:31]. Product: [ClH:31].[O:16]1[C:17]2[C:7]([N:6]3[CH2:5][CH2:4][O:3][C:2]3=[O:1])=[CH:8][CH:9]=[CH:10][C:11]=2[CH2:12][NH:13][CH2:14][CH2:15]1. The catalyst class is: 13. (3) Reactant: [NH2:1][C:2]1[N:3]=[CH:4][C:5]([C:8]2[C:13]([F:14])=[CH:12][C:11]([C:15]3[CH:20]=[CH:19][CH:18]=[CH:17][C:16]=3[O:21][CH2:22][C:23]([O:25]C)=[O:24])=[CH:10][CH:9]=2)=[N:6][CH:7]=1.O[Li].O.O. Product: [NH2:1][C:2]1[N:3]=[CH:4][C:5]([C:8]2[CH:9]=[CH:10][C:11]([C:15]3[CH:20]=[CH:19][CH:18]=[CH:17][C:16]=3[O:21][CH2:22][C:23]([OH:25])=[O:24])=[CH:12][C:13]=2[F:14])=[N:6][CH:7]=1. The catalyst class is: 1. (4) Reactant: [N:1]1[N:2]=[C:3]([C:10]2[CH:19]=[CH:18][C:17]3[C:12](=[C:13]([OH:20])[CH:14]=[CH:15][CH:16]=3)[N:11]=2)[N:4]2[CH:9]=[CH:8][CH:7]=[CH:6][C:5]=12.[CH2:21]([C@H:23]([CH:33](O)[CH2:34][CH3:35])[CH2:24][NH:25][C:26](=[O:32])[O:27][C:28]([CH3:31])([CH3:30])[CH3:29])[CH3:22].C1C=CC(P(C2C=CC=CC=2)C2C=CC=CC=2)=CC=1.CCOC(/N=N/C(OCC)=O)=O. Product: [N:1]1[N:2]=[C:3]([C:10]2[CH:19]=[CH:18][C:17]3[C:12](=[C:13]([O:20][CH:33]([CH2:34][CH3:35])[C@@H:23]([CH2:21][CH3:22])[CH2:24][NH:25][C:26](=[O:32])[O:27][C:28]([CH3:29])([CH3:30])[CH3:31])[CH:14]=[CH:15][CH:16]=3)[N:11]=2)[N:4]2[CH:9]=[CH:8][CH:7]=[CH:6][C:5]=12. The catalyst class is: 299. (5) Reactant: [Br:1][C:2]1[CH:3]=[CH:4][C:5]2[O:11][CH2:10][CH2:9][NH:8][CH2:7][C:6]=2[CH:12]=1.C(N(CC)CC)C.[C:20](O[C:20]([O:22][C:23]([CH3:26])([CH3:25])[CH3:24])=[O:21])([O:22][C:23]([CH3:26])([CH3:25])[CH3:24])=[O:21]. Product: [Br:1][C:2]1[CH:3]=[CH:4][C:5]2[O:11][CH2:10][CH2:9][N:8]([C:20]([O:22][C:23]([CH3:26])([CH3:25])[CH3:24])=[O:21])[CH2:7][C:6]=2[CH:12]=1. The catalyst class is: 4. (6) Reactant: [NH2:1][CH2:2][C:3]1[CH:8]=[CH:7][CH:6]=[CH:5][C:4]=1[CH2:9][CH2:10][OH:11].C1(N)CCC1.Cl[C:18]1[C:19]2[CH:38]=[CH:37][NH:36][C:20]=2[N:21]=[C:22]([NH:24][C:25]2[CH:26]=[C:27]([NH:31][S:32]([CH3:35])(=[O:34])=[O:33])[CH:28]=[CH:29][CH:30]=2)[N:23]=1.ClC1N=C(NC2C=C(NS(C)(=O)=O)C=CC=2)N=C2C=1N=CN2. Product: [OH:11][CH2:10][CH2:9][C:4]1[CH:5]=[CH:6][CH:7]=[CH:8][C:3]=1[CH2:2][NH:1][C:18]1[C:19]2[CH:38]=[CH:37][NH:36][C:20]=2[N:21]=[C:22]([NH:24][C:25]2[CH:26]=[C:27]([NH:31][S:32]([CH3:35])(=[O:34])=[O:33])[CH:28]=[CH:29][CH:30]=2)[N:23]=1. The catalyst class is: 578.